Task: Predict the reaction yield, written as a fraction of the theoretical maximum amount of product (1.0 means a 100% yield; for example, 0.34 means a 34% yield).. Dataset: Reaction yield outcomes from USPTO patents with 853,638 reactions (1) The reactants are [CH2:1](O)[CH2:2][CH2:3]/[CH:4]=[CH:5]\[CH2:6][CH2:7][CH2:8][CH2:9][CH3:10].C1(P(C2C=CC=CC=2)C2C=CC=CC=2)C=CC=CC=1.C1C(=O)N([Br:38])C(=O)C1. The catalyst is CN(C=O)C. The product is [Br:38][CH2:1][CH2:2][CH2:3]/[CH:4]=[CH:5]\[CH2:6][CH2:7][CH2:8][CH2:9][CH3:10]. The yield is 0.960. (2) The reactants are [CH2:1]([O:3][C:4](=[O:26])[CH2:5][N:6]1[C:14]2[CH2:13][CH2:12][CH2:11][C@@H:10]([NH:15]C(OCC3C=CC=CC=3)=O)[C:9]=2[CH:8]=[N:7]1)[CH3:2]. The catalyst is C(O)C.[Pd]. The product is [CH2:1]([O:3][C:4](=[O:26])[CH2:5][N:6]1[C:14]2[CH2:13][CH2:12][CH2:11][C@@H:10]([NH2:15])[C:9]=2[CH:8]=[N:7]1)[CH3:2]. The yield is 0.990. (3) The reactants are [C:1]([O:5][C:6]([N:8]1[CH2:12][C:11](=[CH2:13])[CH2:10][CH:9]1[C:14]1[NH:15][C:16]([C:19]2[CH:24]=[CH:23][C:22]([C:25]3[CH:34]=[CH:33][C:32]4[C:27](=[CH:28][CH:29]=[C:30]([C:35]5[NH:36][C:37]([CH:40]6[CH2:44][CH2:43][CH2:42][N:41]6[C:45](=[O:55])[CH:46]([NH:50][C:51]([O:53][CH3:54])=[O:52])[CH:47]([CH3:49])[CH3:48])=[N:38][CH:39]=5)[CH:31]=4)[CH:26]=3)=[CH:21][CH:20]=2)=[CH:17][N:18]=1)=[O:7])([CH3:4])([CH3:3])[CH3:2].[CH3:56]OC(=O)NC(C(N1CCCC1C1NC(C2C=CC3C(=CC=C(Br)C=3)C=2)=CN=1)=O)C(C)C. No catalyst specified. The product is [C:1]([O:5][C:6]([N:8]1[CH:9]([C:14]2[NH:15][C:16]([C:19]3[CH:20]=[CH:21][C:22]([C:25]4[CH:34]=[CH:33][C:32]5[C:27](=[CH:28][CH:29]=[C:30]([C:35]6[NH:36][C:37]([CH:40]7[CH2:44][CH2:43][CH2:42][N:41]7[C:45](=[O:55])[CH:46]([NH:50][C:51]([O:53][CH3:54])=[O:52])[CH:47]([CH3:48])[CH3:49])=[N:38][CH:39]=6)[CH:31]=5)[CH:26]=4)=[CH:23][CH:24]=3)=[CH:17][N:18]=2)[CH:10]2[CH2:56][CH:12]1[CH2:13][CH2:11]2)=[O:7])([CH3:4])([CH3:2])[CH3:3]. The yield is 0.630. (4) The reactants are [C:1]1([C:7]([C:15]2[CH:20]=[CH:19][CH:18]=[CH:17][CH:16]=2)([C:9]2[CH:14]=[CH:13][CH:12]=[CH:11][CH:10]=2)[SH:8])[CH:6]=[CH:5][CH:4]=[CH:3][CH:2]=1.[H-].[Na+].[CH2:23]([O:25][C:26](=[O:45])[C:27](=[CH2:44])[CH2:28][CH:29]([C:37]([O:39][C:40]([CH3:43])([CH3:42])[CH3:41])=[O:38])[C:30]([O:32][C:33]([CH3:36])([CH3:35])[CH3:34])=[O:31])[CH3:24].CCCCCC. The catalyst is C1COCC1. The product is [CH2:23]([O:25][C:26](=[O:45])[CH:27]([CH2:44][S:8][C:7]([C:1]1[CH:2]=[CH:3][CH:4]=[CH:5][CH:6]=1)([C:9]1[CH:10]=[CH:11][CH:12]=[CH:13][CH:14]=1)[C:15]1[CH:16]=[CH:17][CH:18]=[CH:19][CH:20]=1)[CH2:28][CH:29]([C:37]([O:39][C:40]([CH3:43])([CH3:42])[CH3:41])=[O:38])[C:30]([O:32][C:33]([CH3:34])([CH3:35])[CH3:36])=[O:31])[CH3:24]. The yield is 0.755. (5) The reactants are [O:1]=[C:2]1[O:6][C@H:5]([C@@H:7]([NH:15][C:16](=[O:22])[O:17][C:18]([CH3:21])([CH3:20])[CH3:19])[CH2:8][C:9]2[CH:14]=[CH:13][CH:12]=[CH:11][CH:10]=2)[CH2:4][CH2:3]1.Br[CH2:24][C:25]1[CH:30]=[CH:29][C:28]([C:31]2[CH:36]=[CH:35][CH:34]=[CH:33][N:32]=2)=[CH:27][CH:26]=1.[O-]CC.[Na+].O.[OH-].[Li+].C(O)(=O)C. The catalyst is C(O)C.O. The product is [O:1]=[C:2]1[O:6][C@H:5]([C@@H:7]([NH:15][C:16](=[O:22])[O:17][C:18]([CH3:19])([CH3:21])[CH3:20])[CH2:8][C:9]2[CH:10]=[CH:11][CH:12]=[CH:13][CH:14]=2)[CH2:4][CH:3]1[CH2:24][C:25]1[CH:26]=[CH:27][C:28]([C:31]2[CH:36]=[CH:35][CH:34]=[CH:33][N:32]=2)=[CH:29][CH:30]=1. The yield is 0.910. (6) The reactants are [NH2:1][C:2]1[CH:7]=[CH:6][C:5]([I:8])=[CH:4][C:3]=1[S:9]([NH2:12])(=[O:11])=[O:10].Cl[C:14](=O)[CH2:15][C:16]([O:18]CC)=[O:17]. The product is [I:8][C:5]1[CH:6]=[CH:7][C:2]2[NH:1][C:14]([CH2:15][C:16]([OH:18])=[O:17])=[N:12][S:9](=[O:11])(=[O:10])[C:3]=2[CH:4]=1. The catalyst is CN(C)C(=O)C.C(OCC)C.O. The yield is 0.810. (7) The reactants are [CH:1]1([C:6]([C:8]2[CH:13]=[C:12]([CH3:14])[CH:11]=[CH:10][C:9]=2[NH:15][C:16]([NH:18][C:19]2[S:20][C:21]([CH:24]=O)=[CH:22][N:23]=2)=[O:17])=[O:7])[CH2:5][CH2:4][CH2:3][CH2:2]1.Cl.[CH3:27][O:28][C:29](=[O:32])[CH2:30][NH2:31]. No catalyst specified. The product is [CH3:27][O:28][C:29](=[O:32])[CH2:30][NH:31][CH2:24][C:21]1[S:20][C:19]([NH:18][C:16]([NH:15][C:9]2[CH:10]=[CH:11][C:12]([CH3:14])=[CH:13][C:8]=2[C:6]([CH:1]2[CH2:5][CH2:4][CH2:3][CH2:2]2)=[O:7])=[O:17])=[N:23][CH:22]=1. The yield is 0.450. (8) The reactants are Br[C:2]1[S:6][C:5]([C:7]([O:9][CH3:10])=[O:8])=[CH:4][C:3]=1[CH3:11].C(=O)([O-])[O-].[Na+].[Na+].[CH2:18]([C:20]([C:39]1[CH:44]=[CH:43][C:42]([OH:45])=[C:41]([CH3:46])[CH:40]=1)([C:23]1[CH:28]=[CH:27][C:26](B2OC(C)(C)C(C)(C)O2)=[C:25]([CH3:38])[CH:24]=1)[CH2:21][CH3:22])[CH3:19].C(OCC)(=O)C. The catalyst is C1(C)C=CC=CC=1. The product is [CH3:10][O:9][C:7]([C:5]1[S:6][C:2]([C:26]2[CH:27]=[CH:28][C:23]([C:20]([CH2:21][CH3:22])([C:39]3[CH:44]=[CH:43][C:42]([OH:45])=[C:41]([CH3:46])[CH:40]=3)[CH2:18][CH3:19])=[CH:24][C:25]=2[CH3:38])=[C:3]([CH3:11])[CH:4]=1)=[O:8]. The yield is 0.469.